From a dataset of Full USPTO retrosynthesis dataset with 1.9M reactions from patents (1976-2016). Predict the reactants needed to synthesize the given product. (1) Given the product [ClH:27].[CH2:41]([NH:12][C:10]([NH:9][C:13](=[NH:14])[N:24]1[CH2:25][CH2:26][N:21]([C:15]2[CH:20]=[CH:19][CH:18]=[CH:17][CH:16]=2)[CH2:22][CH2:23]1)=[NH:11])[CH2:34][CH2:39][CH2:38][CH2:37][CH2:36][CH2:35][CH3:40], predict the reactants needed to synthesize it. The reactants are: C([N:9]([C:13]#[N:14])[C:10]([NH2:12])=[NH:11])CCCCCCC.[C:15]1([N:21]2[CH2:26][CH2:25][NH:24][CH2:23][CH2:22]2)[CH:20]=[CH:19][CH:18]=[CH:17][CH:16]=1.[ClH:27].C(OCC)(=O)C.[C:34]1([CH3:41])[C:35]([CH3:40])=[CH:36][CH:37]=[CH:38][CH:39]=1. (2) Given the product [F:50][C:32]([F:31])([F:51])[C:33]([NH:35][CH2:36][C:37]1[CH:42]=[CH:41][C:40]([F:43])=[C:39]([CH:44]2[CH2:49][CH2:48][N:47]([C:20]([C:4]3[C:3]4[C:7](=[C:8]([O:11][C:12]([F:15])([F:13])[F:14])[CH:9]=[CH:10][C:2]=4[F:1])[N:6]([CH2:16][CH2:17][O:18][CH3:19])[CH:5]=3)=[O:22])[CH2:46][CH2:45]2)[CH:38]=1)=[O:34], predict the reactants needed to synthesize it. The reactants are: [F:1][C:2]1[CH:10]=[CH:9][C:8]([O:11][C:12]([F:15])([F:14])[F:13])=[C:7]2[C:3]=1[C:4]([C:20]([OH:22])=O)=[CH:5][N:6]2[CH2:16][CH2:17][O:18][CH3:19].CCN(CC)CC.Cl.[F:31][C:32]([F:51])([F:50])[C:33]([NH:35][CH2:36][C:37]1[CH:42]=[CH:41][C:40]([F:43])=[C:39]([CH:44]2[CH2:49][CH2:48][NH:47][CH2:46][CH2:45]2)[CH:38]=1)=[O:34].CCN=C=NCCCN(C)C. (3) Given the product [F:55][C:52]1[CH:53]=[N:54][C:47]2[N:46]([CH2:56][C:57]3[CH:58]=[CH:59][C:60]([F:63])=[CH:61][CH:62]=3)[C:45](=[O:64])[N:44]([CH:41]3[CH2:42][CH2:43][CH:38]([NH:37][C:10]([C:2]4[N:1]=[C:5]5[CH:6]=[CH:7][CH:8]=[CH:9][N:4]5[CH:3]=4)=[O:12])[CH2:39][CH2:40]3)[C:49](=[O:50])[C:48]=2[CH:51]=1, predict the reactants needed to synthesize it. The reactants are: [N:1]1[C:2]([C:10]([OH:12])=O)=[CH:3][N:4]2[CH:9]=[CH:8][CH:7]=[CH:6][C:5]=12.CN(C(ON1N=NC2C=CC=NC1=2)=[N+](C)C)C.F[P-](F)(F)(F)(F)F.[NH2:37][CH:38]1[CH2:43][CH2:42][CH:41]([N:44]2[C:49](=[O:50])[C:48]3[CH:51]=[C:52]([F:55])[CH:53]=[N:54][C:47]=3[N:46]([CH2:56][C:57]3[CH:62]=[CH:61][C:60]([F:63])=[CH:59][CH:58]=3)[C:45]2=[O:64])[CH2:40][CH2:39]1.C(N(C(C)C)C(C)C)C. (4) The reactants are: [CH3:1][O:2][C:3]([CH:5]1[C:10](=[O:11])[CH2:9][CH2:8][NH:7][CH2:6]1)=[O:4].C(N(CC)CC)C.[C:19](O[C:19]([O:21][C:22]([CH3:25])([CH3:24])[CH3:23])=[O:20])([O:21][C:22]([CH3:25])([CH3:24])[CH3:23])=[O:20]. Given the product [CH3:1][O:2][C:3]([CH:5]1[C:10](=[O:11])[CH2:9][CH2:8][N:7]([C:19]([O:21][C:22]([CH3:25])([CH3:24])[CH3:23])=[O:20])[CH2:6]1)=[O:4], predict the reactants needed to synthesize it. (5) The reactants are: [Cl:1][C:2]1[CH:3]=[C:4]([C:16]([NH:18][C@H:19]([C:21]2[CH:29]=[CH:28][C:24]([C:25]([OH:27])=[O:26])=[CH:23][CH:22]=2)[CH3:20])=[O:17])[C:5](OC2C=CC=C(F)C=2)=[N:6][CH:7]=1.[CH3:30][C:31]1[CH:32]=[C:33]([OH:38])[CH:34]=[CH:35][C:36]=1[CH3:37]. Given the product [Cl:1][C:2]1[CH:3]=[C:4]([C:16]([NH:18][C@H:19]([C:21]2[CH:29]=[CH:28][C:24]([C:25]([OH:27])=[O:26])=[CH:23][CH:22]=2)[CH3:20])=[O:17])[C:5]([O:38][C:33]2[CH:34]=[CH:35][C:36]([CH3:37])=[C:31]([CH3:30])[CH:32]=2)=[N:6][CH:7]=1, predict the reactants needed to synthesize it.